Dataset: Full USPTO retrosynthesis dataset with 1.9M reactions from patents (1976-2016). Task: Predict the reactants needed to synthesize the given product. (1) Given the product [Br:1][C:2]1[S:14][C:5]2=[N:6][C:7]([Cl:13])=[C:8]([C@H:10]([OH:12])[CH3:11])[CH:9]=[C:4]2[CH:3]=1, predict the reactants needed to synthesize it. The reactants are: [Br:1][C:2]1[S:14][C:5]2=[N:6][C:7]([Cl:13])=[C:8]([C:10](=[O:12])[CH3:11])[CH:9]=[C:4]2[CH:3]=1. (2) Given the product [C:26]1([C:29]2[CH:30]=[CH:31][CH:32]=[CH:33][CH:34]=2)[CH:25]=[CH:24][C:23]([CH2:22][C@@H:21]([NH:20][C:16]([C:11]2([CH2:10][C:9]([O:8][CH2:1][C:2]3[CH:3]=[CH:4][CH:5]=[CH:6][CH:7]=3)=[O:19])[CH2:12][CH2:13][CH2:14][CH2:15]2)=[O:18])[C:35]2[N:39]([CH2:40][CH2:41][C:42]#[N:43])[N:38]=[N:37][N:36]=2)=[CH:28][CH:27]=1, predict the reactants needed to synthesize it. The reactants are: [CH2:1]([O:8][C:9](=[O:19])[CH2:10][C:11]1([C:16]([OH:18])=O)[CH2:15][CH2:14][CH2:13][CH2:12]1)[C:2]1[CH:7]=[CH:6][CH:5]=[CH:4][CH:3]=1.[NH2:20][C@@H:21]([C:35]1[N:39]([CH2:40][CH2:41][C:42]#[N:43])[N:38]=[N:37][N:36]=1)[CH2:22][C:23]1[CH:28]=[CH:27][C:26]([C:29]2[CH:34]=[CH:33][CH:32]=[CH:31][CH:30]=2)=[CH:25][CH:24]=1.CCN=C=NCCCN(C)C.Cl.C1C=NC2N(O)N=NC=2C=1.C(N(CC)CC)C. (3) Given the product [CH2:3]([N:5]1[C:9](=[O:10])[N:8]([C:11]2[CH:16]=[CH:15][C:14]([S:17][C:18]3[CH:19]=[C:20]([C:24]4([C:30]([NH2:31])=[O:1])[CH2:29][CH2:28][O:27][CH2:26][CH2:25]4)[CH:21]=[CH:22][CH:23]=3)=[CH:13][CH:12]=2)[N:7]=[C:6]1[CH3:32])[CH3:4], predict the reactants needed to synthesize it. The reactants are: [OH-:1].[K+].[CH2:3]([N:5]1[C:9](=[O:10])[N:8]([C:11]2[CH:16]=[CH:15][C:14]([S:17][C:18]3[CH:19]=[C:20]([C:24]4([C:30]#[N:31])[CH2:29][CH2:28][O:27][CH2:26][CH2:25]4)[CH:21]=[CH:22][CH:23]=3)=[CH:13][CH:12]=2)[N:7]=[C:6]1[CH3:32])[CH3:4]. (4) Given the product [Cl:1][C:2]1[CH:3]=[CH:4][C:5]([C:8]2[CH:12]=[C:11]([C:13]3[CH:22]=[CH:21][C:16]([C:17]([OH:19])=[O:18])=[CH:15][CH:14]=3)[O:10][N:9]=2)=[CH:6][CH:7]=1, predict the reactants needed to synthesize it. The reactants are: [Cl:1][C:2]1[CH:7]=[CH:6][C:5]([C:8]2[CH:12]=[C:11]([C:13]3[CH:22]=[CH:21][C:16]([C:17]([O:19]C)=[O:18])=[CH:15][CH:14]=3)[O:10][N:9]=2)=[CH:4][CH:3]=1.Cl.C(O)(=O)C. (5) Given the product [CH3:1][C:2]1[N:3]=[CH:4][N:5]([C:7]2[CH:13]=[CH:12][C:10]([NH2:11])=[C:9]([CH2:14][NH2:15])[CH:8]=2)[CH:6]=1, predict the reactants needed to synthesize it. The reactants are: [CH3:1][C:2]1[N:3]=[CH:4][N:5]([C:7]2[CH:13]=[CH:12][C:10]([NH2:11])=[C:9]([C:14]#[N:15])[CH:8]=2)[CH:6]=1.[H][H]. (6) Given the product [CH:11]([NH:1][CH2:2][C@H:3]([C@@H:5]([C@@H:7]([CH2:9][OH:10])[OH:8])[OH:6])[OH:4])=[O:12], predict the reactants needed to synthesize it. The reactants are: [NH2:1][CH2:2][C@H:3]([C@@H:5]([C@@H:7]([CH2:9][OH:10])[OH:8])[OH:6])[OH:4].[CH:11](OC)=[O:12].